Predict the product of the given reaction. From a dataset of Forward reaction prediction with 1.9M reactions from USPTO patents (1976-2016). (1) Given the reactants C[O:2][C:3](=[O:16])[C:4]1[CH:9]=[CH:8][CH:7]=[CH:6][C:5]=1[NH:10][C:11](=[O:15])[CH:12]([Cl:14])[CH3:13].[Li+].[OH-].O.Cl, predict the reaction product. The product is: [Cl:14][CH:12]([CH3:13])[C:11]([NH:10][C:5]1[CH:6]=[CH:7][CH:8]=[CH:9][C:4]=1[C:3]([OH:16])=[O:2])=[O:15]. (2) Given the reactants [C:1]([O:5][C:6]([N:8]1[CH2:11][C:10]2([CH2:16][CH2:15][N:14]([C:17]3[CH:18]=[N:19][C:20]([N+:23]([O-])=O)=[CH:21][CH:22]=3)[CH2:13][CH2:12]2)[CH2:9]1)=[O:7])([CH3:4])([CH3:3])[CH3:2], predict the reaction product. The product is: [C:1]([O:5][C:6]([N:8]1[CH2:9][C:10]2([CH2:16][CH2:15][N:14]([C:17]3[CH:18]=[N:19][C:20]([NH2:23])=[CH:21][CH:22]=3)[CH2:13][CH2:12]2)[CH2:11]1)=[O:7])([CH3:4])([CH3:2])[CH3:3]. (3) Given the reactants [N:1]1([C@H:6]2[CH2:10][CH2:9][CH2:8][C@H:7]2[NH2:11])[CH2:5][CH2:4][CH2:3][CH2:2]1.[Cl:12][C:13]1[CH:21]=[C:20]([C:22]([F:25])([F:24])[F:23])[CH:19]=[C:18]([C:26]([F:29])([F:28])[F:27])[C:14]=1[C:15](O)=[O:16], predict the reaction product. The product is: [Cl:12][C:13]1[CH:21]=[C:20]([C:22]([F:24])([F:25])[F:23])[CH:19]=[C:18]([C:26]([F:27])([F:28])[F:29])[C:14]=1[C:15]([NH:11][CH:7]1[CH2:8][CH2:9][CH2:10][CH:6]1[N:1]1[CH2:2][CH2:3][CH2:4][CH2:5]1)=[O:16]. (4) Given the reactants [CH3:1][N:2]([CH3:9])[CH2:3][CH2:4][CH2:5][C:6](O)=[O:7].C(N(CC)C(C)C)(C)C.CN(C(ON1N=NC2C=CC=NC1=2)=[N+](C)C)C.F[P-](F)(F)(F)(F)F.[NH2:43][C@@H:44]1[CH2:49][CH2:48][C@H:47]([N:50]2[C:55](=[O:56])[C:54]3[CH:57]=[C:58]([F:61])[CH:59]=[N:60][C:53]=3[N:52]([C:62]3[CH:63]=[C:64]([C:68]4[CH:73]=[CH:72][CH:71]=[CH:70][CH:69]=4)[CH:65]=[CH:66][CH:67]=3)[C:51]2=[O:74])[CH2:46][CH2:45]1, predict the reaction product. The product is: [C:64]1([C:68]2[CH:73]=[CH:72][CH:71]=[CH:70][CH:69]=2)[CH:65]=[CH:66][CH:67]=[C:62]([N:52]2[C:53]3[N:60]=[CH:59][C:58]([F:61])=[CH:57][C:54]=3[C:55](=[O:56])[N:50]([C@@H:47]3[CH2:48][CH2:49][C@H:44]([NH:43][C:6](=[O:7])[CH2:5][CH2:4][CH2:3][N:2]([CH3:9])[CH3:1])[CH2:45][CH2:46]3)[C:51]2=[O:74])[CH:63]=1. (5) Given the reactants [N:1]([C:4]1[CH:11]=[CH:10][C:7]([C:8]#[N:9])=[C:6]([C:12]([F:15])([F:14])[F:13])[CH:5]=1)=[C:2]=[S:3].[C:16]([C:18]1([NH:23][C:24]2[CH:31]=[CH:30][C:27]([C:28]#[N:29])=[C:26]([F:32])[CH:25]=2)[CH2:22][CH2:21][CH2:20][CH2:19]1)#N.C[OH:34].O, predict the reaction product. The product is: [C:28]([C:27]1[CH:30]=[CH:31][C:24]([N:23]2[C:18]3([CH2:22][CH2:21][CH2:20][CH2:19]3)[C:16](=[O:34])[N:1]([C:4]3[CH:11]=[CH:10][C:7]([C:8]#[N:9])=[C:6]([C:12]([F:13])([F:15])[F:14])[CH:5]=3)[C:2]2=[S:3])=[CH:25][C:26]=1[F:32])#[N:29]. (6) The product is: [Cl:1][C:2]1[CH:3]=[C:4]2[C:9](=[CH:10][CH:11]=1)[N:8]=[C:7]([N:12]([CH:14]([CH3:15])[CH3:16])[CH3:13])[C:6]([C:17]([OH:19])=[O:18])=[C:5]2[C:24]1[CH:25]=[CH:26][CH:27]=[CH:28][CH:29]=1. Given the reactants [Cl:1][C:2]1[CH:3]=[C:4]2[C:9](=[CH:10][CH:11]=1)[N:8]=[C:7]([N:12]([CH:14]([CH3:16])[CH3:15])[CH3:13])[C:6]([C:17]([O:19]C(C)(C)C)=[O:18])=[C:5]2[C:24]1[CH:29]=[CH:28][CH:27]=[CH:26][CH:25]=1.C(O)(C(F)(F)F)=O, predict the reaction product. (7) The product is: [Cl:65][C:66]1[C:73]([F:74])=[CH:72][CH:71]=[CH:70][C:67]=1[CH2:68][NH:69][C:6](=[O:7])[N:8]([CH:9]([CH2:25][O:26][CH2:27][CH:28]([OH:29])[CH2:32][OH:31])[CH2:10][O:11][C:12](=[O:24])[NH:13][C:14]1[N:15]=[CH:16][C:17]2[C:22]([CH:23]=1)=[CH:21][CH:20]=[CH:19][CH:18]=2)[CH3:35]. Given the reactants C(O[C:6]([N:8]([CH3:35])[CH:9]([CH2:25][O:26][CH2:27][CH:28]1[CH2:32][O:31]C(C)(C)[O:29]1)[CH2:10][O:11][C:12](=[O:24])[NH:13][C:14]1[N:15]=[CH:16][C:17]2[C:22]([CH:23]=1)=[CH:21][CH:20]=[CH:19][CH:18]=2)=[O:7])(C)(C)C.C(O)(C(F)(F)F)=O.CCN(C(C)C)C(C)C.C1C([N+]([O-])=O)=CC=C([Cl-]C([O-])=O)C=1.[Cl:65][C:66]1[C:73]([F:74])=[CH:72][CH:71]=[CH:70][C:67]=1[CH2:68][NH2:69], predict the reaction product.